From a dataset of Forward reaction prediction with 1.9M reactions from USPTO patents (1976-2016). Predict the product of the given reaction. (1) Given the reactants [Br:1][CH2:2][CH2:3][CH2:4][CH2:5][CH2:6][OH:7].N1C=CC=CC=1.ClC(Cl)(O[C:18](=[O:24])[O:19][C:20](Cl)(Cl)Cl)Cl.[Si:26]([O:33][CH2:34]/[C:35](/[C:49]1[CH:54]=[CH:53][CH:52]=[CH:51][CH:50]=1)=[C:36](/[C:39]1[CH:44]=[CH:43][C:42]([S:45]([CH3:48])(=[O:47])=[O:46])=[CH:41][CH:40]=1)\CO)([C:29]([CH3:32])([CH3:31])[CH3:30])([CH3:28])[CH3:27].[Cl-].[NH4+], predict the reaction product. The product is: [C:18](=[O:24])([O:19][CH2:20]/[C:36](/[C:39]1[CH:44]=[CH:43][C:42]([S:45]([CH3:48])(=[O:47])=[O:46])=[CH:41][CH:40]=1)=[C:35](/[C:49]1[CH:54]=[CH:53][CH:52]=[CH:51][CH:50]=1)\[CH2:34][O:33][Si:26]([C:29]([CH3:32])([CH3:30])[CH3:31])([CH3:28])[CH3:27])[O:7][CH2:6][CH2:5][CH2:4][CH2:3][CH2:2][Br:1]. (2) Given the reactants [Cl:1][C:2]1[CH:3]([CH2:17][NH:18]C(=O)OC(C)(C)C)[O:4][B:5]2[C:14]3[C:13]=1[CH:12]=[CH:11][O:10][CH2:9][C:8]=3[C:7]([CH3:16])([CH3:15])[O:6]2.Cl, predict the reaction product. The product is: [ClH:1].[Cl:1][C:2]1[CH:3]([CH2:17][NH2:18])[O:4][B:5]2[C:14]3[C:13]=1[CH:12]=[CH:11][O:10][CH2:9][C:8]=3[C:7]([CH3:15])([CH3:16])[O:6]2. (3) Given the reactants [CH3:1][CH:2]1[CH2:4][NH:3]1.C(N(CC)C(C)C)(C)C.Br[CH2:15][C:16]([O:18][CH2:19][CH3:20])=[O:17], predict the reaction product. The product is: [CH3:1][CH:2]1[CH2:4][N:3]1[CH2:15][C:16]([O:18][CH2:19][CH3:20])=[O:17]. (4) Given the reactants C1(C2C(CN3CCN(CC4C=C([Cl:32])C=C(Cl)C=4)CC3)=CC(F)=C(C=2)C(OC(C)(C)C)=O)CC1.[Cl:34][C:35]1[C:36]([O:45][CH:46]2[CH2:51][CH2:50][N:49]([CH2:52][C:53]3[C:65]([CH:66]4[CH2:68][CH2:67]4)=[CH:64][C:56]([C:57]([O:59]C(C)(C)C)=[O:58])=[C:55]([F:69])[CH:54]=3)[CH2:48][CH2:47]2)=[N:37][CH:38]=[C:39]([C:41]([F:44])([F:43])[F:42])[CH:40]=1, predict the reaction product. The product is: [ClH:32].[Cl:34][C:35]1[C:36]([O:45][CH:46]2[CH2:51][CH2:50][N:49]([CH2:52][C:53]3[C:65]([CH:66]4[CH2:68][CH2:67]4)=[CH:64][C:56]([C:57]([OH:59])=[O:58])=[C:55]([F:69])[CH:54]=3)[CH2:48][CH2:47]2)=[N:37][CH:38]=[C:39]([C:41]([F:44])([F:43])[F:42])[CH:40]=1. (5) Given the reactants [C:1]([CH:4]1[N:9]([C:10]2[CH:15]=[C:14]([C:16](=[O:18])[NH2:17])[N:13]=[C:12]([C:19]3[CH:24]=[CH:23][C:22]([O:25][C:26]4[CH:31]=[CH:30][C:29]([F:32])=[CH:28][CH:27]=4)=[CH:21][CH:20]=3)[N:11]=2)[CH2:8][CH2:7][N:6](C(OC(C)(C)C)=O)[CH2:5]1)(=[O:3])[NH2:2].Cl, predict the reaction product. The product is: [C:1]([CH:4]1[CH2:5][NH:6][CH2:7][CH2:8][N:9]1[C:10]1[N:11]=[C:12]([C:19]2[CH:20]=[CH:21][C:22]([O:25][C:26]3[CH:31]=[CH:30][C:29]([F:32])=[CH:28][CH:27]=3)=[CH:23][CH:24]=2)[N:13]=[C:14]([C:16]([NH2:17])=[O:18])[CH:15]=1)(=[O:3])[NH2:2]. (6) Given the reactants C([O:3][C:4](=[O:20])[C@@H:5]([O:18][CH3:19])[CH2:6][C:7]1[CH:12]=[CH:11][C:10]([O:13][CH2:14][C:15]([OH:17])=O)=[CH:9][CH:8]=1)C.[F:21][C:22]1[CH:27]=[CH:26][CH:25]=[CH:24][C:23]=1[N:28]1[CH2:33][CH2:32][NH:31][CH2:30][CH2:29]1.C(O[C@@H](CC1C=CC(O[C@@H](C(=O)NCCC2C=CC(OC3C=CC=CC=3)=CC=2)C)=CC=1)C(O)=O)C, predict the reaction product. The product is: [F:21][C:22]1[CH:27]=[CH:26][CH:25]=[CH:24][C:23]=1[N:28]1[CH2:33][CH2:32][N:31]([C:15](=[O:17])[CH2:14][O:13][C:10]2[CH:9]=[CH:8][C:7]([CH2:6][C@H:5]([O:18][CH3:19])[C:4]([OH:3])=[O:20])=[CH:12][CH:11]=2)[CH2:30][CH2:29]1.